This data is from Catalyst prediction with 721,799 reactions and 888 catalyst types from USPTO. The task is: Predict which catalyst facilitates the given reaction. (1) Reactant: [CH3:1][C:2]1([CH3:13])[CH:11]([OH:12])[CH2:10][CH2:9][C:4]2([O:8][CH2:7][CH2:6][O:5]2)[CH2:3]1.[H-].[Na+].[CH2:16](Br)[C:17]1[CH:22]=[CH:21][CH:20]=[CH:19][CH:18]=1. Product: [CH2:16]([O:12][CH:11]1[CH2:10][CH2:9][C:4]2([O:5][CH2:6][CH2:7][O:8]2)[CH2:3][C:2]1([CH3:13])[CH3:1])[C:17]1[CH:22]=[CH:21][CH:20]=[CH:19][CH:18]=1. The catalyst class is: 3. (2) Reactant: I[CH2:2][C@@H:3]([CH3:16])[CH2:4][N:5]1[C:10]2[CH:11]=[CH:12][CH:13]=[CH:14][C:9]=2[O:8][CH2:7][C:6]1=[O:15].[Cl-].[CH2:18]([O:20][N:21]=[C:22]1[CH2:28][CH:27]2[NH2+:29][CH:24]([CH2:25][CH2:26]2)[CH2:23]1)[CH3:19].C([O-])([O-])=O.[K+].[K+].O. Product: [CH2:18]([O:20][N:21]=[C:22]1[CH2:28][CH:27]2[N:29]([CH2:2][C@@H:3]([CH3:16])[CH2:4][N:5]3[C:10]4[CH:11]=[CH:12][CH:13]=[CH:14][C:9]=4[O:8][CH2:7][C:6]3=[O:15])[CH:24]([CH2:25][CH2:26]2)[CH2:23]1)[CH3:19]. The catalyst class is: 3. (3) Reactant: Br[CH2:2][CH2:3][CH2:4][N:5]1[C:13]2[N:12]=[C:11]([CH2:14][CH3:15])[N:10]([CH3:16])[C:9]=2[C:8](=[O:17])[N:7]([CH2:18][C:19]2[CH:24]=[CH:23][C:22]([Cl:25])=[CH:21][CH:20]=2)[C:6]1=[O:26].C([O-])([O-])=O.[K+].[K+].[NH:33]1[CH2:37][CH2:36][CH2:35][CH2:34]1.O. Product: [Cl:25][C:22]1[CH:23]=[CH:24][C:19]([CH2:18][N:7]2[C:8](=[O:17])[C:9]3[N:10]([CH3:16])[C:11]([CH2:14][CH3:15])=[N:12][C:13]=3[N:5]([CH2:4][CH2:3][CH2:2][N:33]3[CH2:37][CH2:36][CH2:35][CH2:34]3)[C:6]2=[O:26])=[CH:20][CH:21]=1. The catalyst class is: 3.